This data is from Reaction yield outcomes from USPTO patents with 853,638 reactions. The task is: Predict the reaction yield, written as a fraction of the theoretical maximum amount of product (1.0 means a 100% yield; for example, 0.34 means a 34% yield). The reactants are [Cl:1][C:2]1[C:3]([C:15]([NH2:17])=[O:16])=[N:4][N:5]([C:8]2[CH:13]=[C:12](I)[CH:11]=[CH:10][N:9]=2)[C:6]=1[CH3:7].[C:18]([C@:20]1([OH:27])[CH2:24][CH2:23][N:22]([CH3:25])[C:21]1=[O:26])#[CH:19]. No catalyst specified. The product is [Cl:1][C:2]1[C:3]([C:15]([NH2:17])=[O:16])=[N:4][N:5]([C:8]2[CH:13]=[C:12]([C:19]#[C:18][C@:20]3([OH:27])[CH2:24][CH2:23][N:22]([CH3:25])[C:21]3=[O:26])[CH:11]=[CH:10][N:9]=2)[C:6]=1[CH3:7]. The yield is 0.760.